This data is from Catalyst prediction with 721,799 reactions and 888 catalyst types from USPTO. The task is: Predict which catalyst facilitates the given reaction. (1) Reactant: [Cl:1][C:2]1[CH:3]=[C:4]([C:8]([OH:29])([C:23]2[CH:24]=[N:25][CH:26]=[CH:27][CH:28]=2)[C:9]([N:11]2[CH2:22][CH2:21][CH2:20][C@H:12]2[C:13]([O:15]C(C)(C)C)=[O:14])=[O:10])[CH:5]=[CH:6][CH:7]=1.FC(F)(F)C(O)=O. Product: [Cl:1][C:2]1[CH:3]=[C:4]([C:8]([OH:29])([C:23]2[CH:24]=[N:25][CH:26]=[CH:27][CH:28]=2)[C:9]([N:11]2[CH2:22][CH2:21][CH2:20][C@H:12]2[C:13]([OH:15])=[O:14])=[O:10])[CH:5]=[CH:6][CH:7]=1. The catalyst class is: 4. (2) Reactant: [Br:1][C:2]1[S:6][C:5]([C:7]2[C:12]([CH3:13])=[CH:11][N:10]=[C:9](S(C)(=O)=O)[N:8]=2)=[CH:4][CH:3]=1.[NH2:18][CH2:19][CH2:20][N:21]1[CH2:25][CH2:24][NH:23][C:22]1=[O:26]. Product: [Br:1][C:2]1[S:6][C:5]([C:7]2[C:12]([CH3:13])=[CH:11][N:10]=[C:9]([NH:18][CH2:19][CH2:20][N:21]3[CH2:25][CH2:24][NH:23][C:22]3=[O:26])[N:8]=2)=[CH:4][CH:3]=1. The catalyst class is: 11. (3) The catalyst class is: 135. Product: [NH2:7][CH:8]1[CH2:12][CH2:11][N:10]([C:13]2[CH:14]=[N:15][C:16]([O:22][C:23]3[CH:28]=[CH:27][C:26]([O:29][C:30]4[CH:35]=[CH:34][CH:33]=[CH:32][CH:31]=4)=[CH:25][CH:24]=3)=[C:17]([CH:18]=2)[C:19]([NH2:20])=[O:21])[CH2:9]1. Reactant: C(OC(=O)[NH:7][CH:8]1[CH2:12][CH2:11][N:10]([C:13]2[CH:14]=[N:15][C:16]([O:22][C:23]3[CH:28]=[CH:27][C:26]([O:29][C:30]4[CH:35]=[CH:34][CH:33]=[CH:32][CH:31]=4)=[CH:25][CH:24]=3)=[C:17]([C:19](=[O:21])[NH2:20])[CH:18]=2)[CH2:9]1)(C)(C)C.Cl. (4) Reactant: C(OC(=O)[NH:7][CH2:8][C:9]1[CH:14]=[CH:13][CH:12]=[CH:11][C:10]=1[C:15]1[C:20]2[S:21][C:22]([C:24]3[C:29]([F:30])=[CH:28][N:27]=[C:26]([NH:31][CH2:32][CH2:33][N:34]4[CH:38]=[CH:37][N:36]=[N:35]4)[N:25]=3)=[CH:23][C:19]=2[CH:18]=[CH:17][CH:16]=1)(C)(C)C.C(O)(C(F)(F)F)=O. Product: [N:34]1([CH2:33][CH2:32][NH:31][C:26]2[N:25]=[C:24]([C:22]3[S:21][C:20]4[C:15]([C:10]5[CH:11]=[CH:12][CH:13]=[CH:14][C:9]=5[CH2:8][NH2:7])=[CH:16][CH:17]=[CH:18][C:19]=4[CH:23]=3)[C:29]([F:30])=[CH:28][N:27]=2)[CH:38]=[CH:37][N:36]=[N:35]1. The catalyst class is: 2. (5) Reactant: [OH:1][C@H:2]([CH3:8])[C:3]([O:5][CH2:6][CH3:7])=[O:4].N1C=CN=C1.[Si:14](Cl)([C:17]([CH3:20])([CH3:19])[CH3:18])([CH3:16])[CH3:15]. Product: [Si:14]([O:1][C@H:2]([CH3:8])[C:3]([O:5][CH2:6][CH3:7])=[O:4])([C:17]([CH3:20])([CH3:19])[CH3:18])([CH3:16])[CH3:15]. The catalyst class is: 34. (6) Reactant: Br[C:2]1[CH:3]=[CH:4][C:5]([C:9]([NH:11][CH:12]([CH3:14])[CH3:13])=[O:10])=[N:6][C:7]=1[CH3:8].B1([B:24]2[O:28]C(C)(C)C(C)(C)[O:25]2)OC(C)(C)C(C)(C)O1.C([O-])(=[O:35])C.[K+]. Product: [CH:12]([NH:11][C:9]([C:5]1[N:6]=[C:7]([CH3:8])[C:2]([O:25][B:24]([OH:28])[OH:35])=[CH:3][CH:4]=1)=[O:10])([CH3:14])[CH3:13]. The catalyst class is: 11. (7) Reactant: [CH3:1][N:2]([CH2:4][CH:5]1[CH2:7][CH:6]1[C:8]1[CH:9]=[C:10]2[C:14](=[CH:15][CH:16]=1)[NH:13][CH:12]=[C:11]2[CH:17]=O)[CH3:3].P([O-])([O-])(O)=O.[NH4+].[NH4+].[N+:26](CCC)([O-])=O.[OH-].[Na+]. Product: [CH3:1][N:2]([CH2:4][CH:5]1[CH2:7][CH:6]1[C:8]1[CH:9]=[C:10]2[C:14](=[CH:15][CH:16]=1)[NH:13][CH:12]=[C:11]2[C:17]#[N:26])[CH3:3]. The catalyst class is: 86.